Dataset: Full USPTO retrosynthesis dataset with 1.9M reactions from patents (1976-2016). Task: Predict the reactants needed to synthesize the given product. (1) Given the product [CH3:1][O:2][CH2:3][O:4][C@H:5]1[CH2:22][CH2:21][C@:20]2([CH3:23])[C@H:7]([C@@H:8]([OH:25])[CH2:9][C@H:10]3[C@H:19]2[CH2:18][CH2:17][C@:15]2([CH3:16])[C@@H:11]3[CH2:12][C@@H:13]([OH:24])[CH2:14]2)[CH2:6]1, predict the reactants needed to synthesize it. The reactants are: [CH3:1][O:2][CH2:3][O:4][C@H:5]1[CH2:22][CH2:21][C@:20]2([CH3:23])[C@H:7]([C:8](=[O:25])[CH2:9][C@H:10]3[C@H:19]2[CH2:18][CH2:17][C@:15]2([CH3:16])[C@@H:11]3[CH2:12][C:13](=[O:24])[CH2:14]2)[CH2:6]1.[BH4-].[Na+].O.CC(O)=O. (2) Given the product [Br:25][C:16]1[C:8]([C:6]2[CH:5]=[CH:4][CH:3]=[C:2]([CH3:1])[N:7]=2)=[N:9][N:10]2[CH:15]=[CH:14][CH:13]=[CH:12][C:11]=12, predict the reactants needed to synthesize it. The reactants are: [CH3:1][C:2]1[N:7]=[C:6]([C:8]2[C:16](C(O)=O)=[C:11]3[CH:12]=[CH:13][CH:14]=[CH:15][N:10]3[N:9]=2)[CH:5]=[CH:4][CH:3]=1.C(=O)(O)[O-].[Na+].[Br:25]N1C(=O)CCC1=O. (3) The reactants are: [C:1]1(=O)[CH2:8][CH2:7][CH2:6][CH2:5][CH2:4][CH2:3][CH2:2]1.[CH:10]1([CH2:16][NH2:17])[CH2:15][CH2:14][CH2:13][CH2:12][CH2:11]1.C([O:20][CH:21]=[C:22]([C:28](OCC)=O)[C:23]([O:25]CC)=[O:24])C. Given the product [CH:10]1([CH2:16][N:17]2[C:21](=[O:20])[C:22]([C:23]([OH:25])=[O:24])=[CH:28][C:2]3[CH2:3][CH2:4][CH2:5][CH2:6][CH2:7][CH2:8][C:1]2=3)[CH2:15][CH2:14][CH2:13][CH2:12][CH2:11]1, predict the reactants needed to synthesize it.